From a dataset of Catalyst prediction with 721,799 reactions and 888 catalyst types from USPTO. Predict which catalyst facilitates the given reaction. (1) Reactant: O(CCSCC1C=CC(C2C=CC=C(C(O)=O)C=2)=CC=1)C1C=CC=CC=1.C([O:29][C:30]([C:32]1[CH:33]=[C:34]([C:38]2[CH:43]=[CH:42][CH:41]=[C:40]([CH2:44][S:45][CH2:46][CH2:47][O:48][C:49]3[CH:54]=[CH:53][CH:52]=[CH:51][CH:50]=3)[CH:39]=2)[CH:35]=[CH:36][CH:37]=1)=[O:31])C.[OH-].[Li+]. Product: [O:48]([CH2:47][CH2:46][S:45][CH2:44][C:40]1[CH:39]=[C:38]([C:34]2[CH:35]=[CH:36][CH:37]=[C:32]([C:30]([OH:31])=[O:29])[CH:33]=2)[CH:43]=[CH:42][CH:41]=1)[C:49]1[CH:50]=[CH:51][CH:52]=[CH:53][CH:54]=1. The catalyst class is: 1. (2) Reactant: [C:1](Cl)(=O)[C:2]([Cl:4])=[O:3].[K+].[C:8]([C:10]([C:15]1[S:16][CH:17]=[CH:18][CH:19]=1)=CC([O-])=O)#[N:9]. Product: [C:8]([C:10]([C:15]1[S:16][CH:17]=[CH:18][CH:19]=1)=[CH:1][C:2]([Cl:4])=[O:3])#[N:9]. The catalyst class is: 2. (3) Reactant: C([N-]C(C)C)(C)C.[Li+].CN(C)CCN(C)C.[C:17]1([S:23]([N:26]2[C:34]3[CH:33]=[CH:32][N:31]=[C:30]([Cl:35])[C:29]=3[CH:28]=[CH:27]2)(=[O:25])=[O:24])[CH:22]=[CH:21][CH:20]=[CH:19][CH:18]=1.Cl[C:37]([O:39][CH2:40][CH3:41])=[O:38]. Product: [CH2:40]([O:39][C:37]([C:27]1[N:26]([S:23]([C:17]2[CH:18]=[CH:19][CH:20]=[CH:21][CH:22]=2)(=[O:25])=[O:24])[C:34]2[CH:33]=[CH:32][N:31]=[C:30]([Cl:35])[C:29]=2[CH:28]=1)=[O:38])[CH3:41]. The catalyst class is: 1. (4) Reactant: [F:1][C:2]1[CH:7]=[CH:6][C:5]([C@H:8]2[CH2:10][O:9]2)=[CH:4][CH:3]=1.[CH3:11][CH:12]1[CH2:16][CH2:15][CH2:14][NH:13]1. Product: [F:1][C:2]1[CH:7]=[CH:6][C:5]([C@H:8]([OH:9])[CH2:10][N:13]2[CH2:14][CH2:15][CH2:16][CH:12]2[CH3:11])=[CH:4][CH:3]=1. The catalyst class is: 8. (5) Reactant: [CH3:1][O:2][C:3](=[O:24])[C@H:4]([NH:16]C(OC(C)(C)C)=O)[CH2:5][CH2:6][C:7]([C:9]1[CH:14]=[CH:13][CH:12]=[C:11]([F:15])[CH:10]=1)=O.C(O)(C(F)(F)F)=O. Product: [CH3:1][O:2][C:3]([C@H:4]1[CH2:5][CH2:6][C:7]([C:9]2[CH:14]=[CH:13][CH:12]=[C:11]([F:15])[CH:10]=2)=[N:16]1)=[O:24]. The catalyst class is: 2. (6) Reactant: [NH2:1][CH2:2][C:3]([C:12]1[CH:17]=[CH:16][C:15]([Cl:18])=[CH:14][CH:13]=1)([C:5]1[CH:10]=[CH:9][C:8](I)=[CH:7][CH:6]=1)[OH:4].[CH3:19][N:20]([CH3:32])[S:21]([N:24]1[CH:28]=[C:27](Br)[C:26]([CH2:30][CH3:31])=[N:25]1)(=[O:23])=[O:22]. Product: [CH3:19][N:20]([CH3:32])[S:21]([N:24]1[CH:28]=[C:27]([C:8]2[CH:9]=[CH:10][C:5]([C:3]([C:12]3[CH:17]=[CH:16][C:15]([Cl:18])=[CH:14][CH:13]=3)([OH:4])[CH2:2][NH2:1])=[CH:6][CH:7]=2)[C:26]([CH2:30][CH3:31])=[N:25]1)(=[O:22])=[O:23]. The catalyst class is: 73. (7) Reactant: [CH2:1]([C:3]1[C:4]([O:15]C)=[N:5][C:6]([CH3:14])=[C:7]([C:9]2[O:13][N:12]=[CH:11][N:10]=2)[CH:8]=1)[CH3:2].[I-].[Na+].Cl[Si](C)(C)C. Product: [CH2:1]([C:3]1[C:4](=[O:15])[NH:5][C:6]([CH3:14])=[C:7]([C:9]2[O:13][N:12]=[CH:11][N:10]=2)[CH:8]=1)[CH3:2]. The catalyst class is: 10. (8) Reactant: CC(C)([O-])C.[K+].[C:7]([C:11]1[N:15]2[CH2:16][CH2:17][CH:18]([C:20]([O:22]CC)=O)[CH2:19][C:14]2=[N:13][N:12]=1)([CH3:10])([CH3:9])[CH3:8].[F:25][C:26]1[CH:35]=[CH:34][C:29]([C:30](=[N:32]O)[NH2:31])=[CH:28][CH:27]=1.C(=O)(O)[O-].[Na+]. Product: [C:7]([C:11]1[N:15]2[CH2:16][CH2:17][CH:18]([C:20]3[O:22][N:32]=[C:30]([C:29]4[CH:34]=[CH:35][C:26]([F:25])=[CH:27][CH:28]=4)[N:31]=3)[CH2:19][C:14]2=[N:13][N:12]=1)([CH3:8])([CH3:9])[CH3:10]. The catalyst class is: 334. (9) Reactant: Cl.[N:2]1([CH2:8][C:9]2[C:13]3[CH:14]=[CH:15][C:16]([O:18][C:19]4[S:20][C:21]5[C:22]([N:27]=4)=[N:23][CH:24]=[CH:25][CH:26]=5)=[CH:17][C:12]=3[O:11][CH:10]=2)[CH2:7][CH2:6][NH:5][CH2:4][CH2:3]1.CCN(CC)CC.C[Si]([N:39]=[C:40]=[O:41])(C)C. The catalyst class is: 2. Product: [S:20]1[C:21]2[C:22](=[N:23][CH:24]=[CH:25][CH:26]=2)[N:27]=[C:19]1[O:18][C:16]1[CH:15]=[CH:14][C:13]2[C:9]([CH2:8][N:2]3[CH2:7][CH2:6][N:5]([C:40]([NH2:39])=[O:41])[CH2:4][CH2:3]3)=[CH:10][O:11][C:12]=2[CH:17]=1. (10) Reactant: [F:1][C:2]1[CH:7]=[CH:6][CH:5]=[CH:4][C:3]=1[N:8]1[C:16]2[C:11](=[C:12]([N:17]3[CH2:24][C@H:23]4[C@H:19]([CH2:20][NH:21][CH2:22]4)[C:18]3=[O:25])[CH:13]=[CH:14][CH:15]=2)[CH:10]=[N:9]1.[Cl:26][CH:27]1[CH2:30][CH:29]([C:31](O)=[O:32])[CH2:28]1.C(N=C=NCCCN(C)C)C.ON=C(C#N)C(OCC)=O. The catalyst class is: 17. Product: [Cl:26][CH:27]1[CH2:30][CH:29]([C:31]([N:21]2[CH2:22][C@H:23]3[CH2:24][N:17]([C:12]4[CH:13]=[CH:14][CH:15]=[C:16]5[C:11]=4[CH:10]=[N:9][N:8]5[C:3]4[CH:4]=[CH:5][CH:6]=[CH:7][C:2]=4[F:1])[C:18](=[O:25])[C@H:19]3[CH2:20]2)=[O:32])[CH2:28]1.